From a dataset of Peptide-MHC class II binding affinity with 134,281 pairs from IEDB. Regression. Given a peptide amino acid sequence and an MHC pseudo amino acid sequence, predict their binding affinity value. This is MHC class II binding data. (1) The peptide sequence is IPTFLQEALNIALVA. The MHC is DRB1_1101 with pseudo-sequence DRB1_1101. The binding affinity (normalized) is 0.177. (2) The peptide sequence is SDQGCSSALGSGPYG. The MHC is DRB3_0101 with pseudo-sequence DRB3_0101. The binding affinity (normalized) is 0. (3) The peptide sequence is GELQIVDKIDAAFKM. The MHC is DRB1_1201 with pseudo-sequence DRB1_1201. The binding affinity (normalized) is 0.627. (4) The peptide sequence is NNEPTAAAIAYGLDR. The MHC is HLA-DQA10501-DQB10301 with pseudo-sequence HLA-DQA10501-DQB10301. The binding affinity (normalized) is 0.688. (5) The peptide sequence is RSLPPIVKDASIQVV. The MHC is HLA-DQA10401-DQB10402 with pseudo-sequence HLA-DQA10401-DQB10402. The binding affinity (normalized) is 0.344. (6) The peptide sequence is YDKFLANVSTVLSGK. The MHC is DRB1_1001 with pseudo-sequence DRB1_1001. The binding affinity (normalized) is 0.779.